Task: Predict the reactants needed to synthesize the given product.. Dataset: Full USPTO retrosynthesis dataset with 1.9M reactions from patents (1976-2016) (1) Given the product [C:24]([S:27][C:2]1[C:3]([CH3:22])=[N:4][C:5]2[C:10]([N:11]=1)=[C:9]([C:12]1[NH:20][C:19]3[CH2:18][CH2:17][NH:16][C:15](=[O:21])[C:14]=3[CH:13]=1)[CH:8]=[CH:7][CH:6]=2)([CH3:26])([CH3:25])[CH3:23], predict the reactants needed to synthesize it. The reactants are: F[C:2]1[C:3]([CH3:22])=[N:4][C:5]2[C:10]([N:11]=1)=[C:9]([C:12]1[NH:20][C:19]3[CH2:18][CH2:17][NH:16][C:15](=[O:21])[C:14]=3[CH:13]=1)[CH:8]=[CH:7][CH:6]=2.[CH3:23][C:24]([SH:27])([CH3:26])[CH3:25]. (2) Given the product [CH3:12][N:13]1[CH2:18][CH2:17][N:16]([C:2]2[C:11]3[C:6](=[CH:7][CH:8]=[CH:9][CH:10]=3)[CH:5]=[CH:4][N:3]=2)[CH2:15][CH2:14]1, predict the reactants needed to synthesize it. The reactants are: Cl[C:2]1[C:11]2[C:6](=[CH:7][CH:8]=[CH:9][CH:10]=2)[CH:5]=[CH:4][N:3]=1.[CH3:12][N:13]1[CH2:18][CH2:17][NH:16][CH2:15][CH2:14]1. (3) Given the product [F:1][C:2]([F:9])([F:8])[C:3]1[N:4]=[CH:5][N:6]([C:11]2[N:12]=[CH:13][C:14]([NH2:17])=[CH:15][CH:16]=2)[CH:7]=1, predict the reactants needed to synthesize it. The reactants are: [F:1][C:2]([F:9])([F:8])[C:3]1[N:4]=[CH:5][NH:6][CH:7]=1.Cl[C:11]1[CH:16]=[CH:15][C:14]([N+:17]([O-])=O)=[CH:13][N:12]=1.C(=O)([O-])[O-].[K+].[K+]. (4) The reactants are: [F:1][C:2]1[CH:3]=[C:4]([CH:22]=[CH:23][CH:24]=1)[CH2:5][O:6][C:7]1[CH:12]=[CH:11][C:10]([N:13]2[C:17](=[O:18])[CH2:16][C@H:15]([C:19](O)=[O:20])[CH2:14]2)=[CH:9][CH:8]=1.C[N:26]1CCOCC1.ClC(OCC)=O. Given the product [F:1][C:2]1[CH:3]=[C:4]([CH:22]=[CH:23][CH:24]=1)[CH2:5][O:6][C:7]1[CH:12]=[CH:11][C:10]([N:13]2[C:17](=[O:18])[CH2:16][C@H:15]([C:19]([NH2:26])=[O:20])[CH2:14]2)=[CH:9][CH:8]=1, predict the reactants needed to synthesize it.